From a dataset of Reaction yield outcomes from USPTO patents with 853,638 reactions. Predict the reaction yield, written as a fraction of the theoretical maximum amount of product (1.0 means a 100% yield; for example, 0.34 means a 34% yield). (1) The reactants are [I:1][C:2]1[CH:3]=[C:4]([CH:7]=[CH:8][CH:9]=1)[CH2:5]Br.[P:10]([O:17]CC)([O:14][CH2:15][CH3:16])[O:11][CH2:12][CH3:13]. The catalyst is CCOC(C)=O. The product is [I:1][C:2]1[CH:3]=[C:4]([CH:7]=[CH:8][CH:9]=1)[CH2:5][P:10](=[O:17])([O:14][CH2:15][CH3:16])[O:11][CH2:12][CH3:13]. The yield is 0.910. (2) The reactants are [H-].[Na+].[NH2:3][C:4]1[N:9]=[CH:8][N:7]=[C:6]([NH:10][C:11]2[CH:12]=[C:13]3[C:17](=[CH:18][CH:19]=2)[NH:16][CH:15]=[CH:14]3)[CH:5]=1.[CH3:20][CH:21]([NH:23][C:24](=[O:32])OC1C=CC=CC=1)[CH3:22]. The catalyst is CN(C)C=O. The product is [CH3:20][CH:21]([NH:23][C:24]([N:16]1[C:17]2[C:13](=[CH:12][C:11]([NH:10][C:6]3[CH:5]=[C:4]([NH:3][C:24]([NH:23][CH:21]([CH3:20])[CH3:22])=[O:32])[N:9]=[CH:8][N:7]=3)=[CH:19][CH:18]=2)[CH:14]=[CH:15]1)=[O:32])[CH3:22]. The yield is 0.0790. (3) The reactants are Cl[CH2:2][CH2:3][CH2:4][N:5]1[CH2:11][CH2:10][C:9](=[N:12][OH:13])[C:8]2[N:14]([CH3:17])[CH:15]=[CH:16][C:7]=2[S:6]1(=[O:19])=[O:18].Cl.[F:21][C:22]1[CH:35]=[CH:34][C:25]([C:26]([CH:28]2[CH2:33][CH2:32][NH:31][CH2:30][CH2:29]2)=[O:27])=[CH:24][CH:23]=1.C(=O)([O-])O.[Na+].[I-].[Na+]. The catalyst is C(#N)C. The product is [F:21][C:22]1[CH:23]=[CH:24][C:25]([C:26]([CH:28]2[CH2:33][CH2:32][N:31]([CH2:2][CH2:3][CH2:4][N:5]3[CH2:11][CH2:10][C:9](=[N:12][OH:13])[C:8]4[N:14]([CH3:17])[CH:15]=[CH:16][C:7]=4[S:6]3(=[O:19])=[O:18])[CH2:30][CH2:29]2)=[O:27])=[CH:34][CH:35]=1. The yield is 0.950. (4) The reactants are [N+:1]([C:4]1[CH:5]=[CH:6][C:7]2[N:12]([CH2:13][CH2:14][CH2:15][N:16]3[CH2:20][CH2:19][CH2:18][CH2:17]3)[CH2:11][CH2:10][S:9][C:8]=2[CH:21]=1)([O-])=O.O.NN. The catalyst is CO.[Ni]. The product is [N:16]1([CH2:15][CH2:14][CH2:13][N:12]2[CH2:11][CH2:10][S:9][C:8]3[CH:21]=[C:4]([NH2:1])[CH:5]=[CH:6][C:7]2=3)[CH2:20][CH2:19][CH2:18][CH2:17]1. The yield is 0.910. (5) The reactants are [Br:1][C:2]1[CH:11]=[C:10]2[C:5]([CH2:6][CH2:7][NH:8][CH2:9]2)=[CH:4][CH:3]=1.[CH2:12]=O. The catalyst is C(O)=O. The product is [Br:1][C:2]1[CH:11]=[C:10]2[C:5]([CH2:6][CH2:7][N:8]([CH3:12])[CH2:9]2)=[CH:4][CH:3]=1. The yield is 0.780. (6) The yield is 0.610. The catalyst is O1CCCC1. The reactants are [F:1][C:2]1[CH:7]=[C:6]([F:8])[CH:5]=[CH:4][C:3]=1[N:9]1[C:13]([C:14]2[S:23][C:22]3[C:21]4[N:24]=[C:25]([N:28]5[CH2:33][C@H:32]([CH3:34])[N:31]([C:35](=O)[C:36]([F:39])([F:38])[F:37])[C@H:30]([CH3:41])[CH2:29]5)[CH:26]=[CH:27][C:20]=4[O:19][CH2:18][CH2:17][C:16]=3[CH:15]=2)=[N:12][CH:11]=[N:10]1.B.CSC. The product is [F:1][C:2]1[CH:7]=[C:6]([F:8])[CH:5]=[CH:4][C:3]=1[N:9]1[C:13]([C:14]2[S:23][C:22]3[C:21]4[N:24]=[C:25]([N:28]5[CH2:33][C@H:32]([CH3:34])[N:31]([CH2:35][C:36]([F:37])([F:38])[F:39])[C@H:30]([CH3:41])[CH2:29]5)[CH:26]=[CH:27][C:20]=4[O:19][CH2:18][CH2:17][C:16]=3[CH:15]=2)=[N:12][CH:11]=[N:10]1. (7) The reactants are O.[ClH:2].[OH:3][C:4]([C:34]1[CH:39]=[CH:38][CH:37]=[CH:36][CH:35]=1)([C:28]1[CH:33]=[CH:32][CH:31]=[CH:30][CH:29]=1)[CH:5]1[CH2:10][CH2:9][N:8]([CH2:11][CH2:12][CH2:13][CH:14]([C:16]2[CH:21]=[CH:20][C:19]([C:22]([CH3:27])([CH3:26])[C:23]([OH:25])=[O:24])=[CH:18][CH:17]=2)[OH:15])[CH2:7][CH2:6]1.O. The catalyst is CC(C)=O. The product is [ClH:2].[OH:3][C:4]([C:34]1[CH:35]=[CH:36][CH:37]=[CH:38][CH:39]=1)([C:28]1[CH:29]=[CH:30][CH:31]=[CH:32][CH:33]=1)[CH:5]1[CH2:10][CH2:9][N:8]([CH2:11][CH2:12][CH2:13][CH:14]([C:16]2[CH:21]=[CH:20][C:19]([C:22]([CH3:27])([CH3:26])[C:23]([OH:25])=[O:24])=[CH:18][CH:17]=2)[OH:15])[CH2:7][CH2:6]1. The yield is 0.950. (8) The reactants are [S:1]1[CH:5]=[CH:4][C:3]2[S:6][CH:7]=[CH:8][C:2]1=2.[Cl:9][CH2:10][C:11](Cl)=[O:12].O.Cl. The catalyst is C(Cl)Cl. The product is [Cl:9][CH2:10][C:11]([C:5]1[S:1][C:2]2[CH:8]=[CH:7][S:6][C:3]=2[CH:4]=1)=[O:12]. The yield is 0.430. (9) The reactants are [CH2:1]([O:3][C:4]1[CH:9]=[CH:8][C:7]([CH3:10])=[CH:6][C:5]=1[NH:11][C:12](NC1C=C2C(=CC=1)N(CCC)NC2=O)=[O:13])C.C(N1C2C(=CC([N+]([O-])=O)=CC=2)C(=O)N1)C=C. No catalyst specified. The product is [CH3:1][O:3][C:4]1[CH:9]=[CH:8][C:7]([CH3:10])=[CH:6][C:5]=1[N:11]=[C:12]=[O:13]. The yield is 0.710. (10) The reactants are [N+:1]([CH2:4][CH3:5])([O-:3])=[O:2].[F:6][C:7]1[CH:15]=[C:14]2[C:10]([C:11]([CH:16]=O)=[CH:12][NH:13]2)=[CH:9][C:8]=1[O:18][CH3:19].C([O-])(=O)C.[NH4+]. No catalyst specified. The product is [F:6][C:7]1[CH:15]=[C:14]2[C:10]([C:11]([CH:16]=[C:4]([N+:1]([O-:3])=[O:2])[CH3:5])=[CH:12][NH:13]2)=[CH:9][C:8]=1[O:18][CH3:19]. The yield is 0.920.